From a dataset of Peptide-MHC class I binding affinity with 185,985 pairs from IEDB/IMGT. Regression. Given a peptide amino acid sequence and an MHC pseudo amino acid sequence, predict their binding affinity value. This is MHC class I binding data. The peptide sequence is LAPVPIPF. The MHC is Mamu-A01 with pseudo-sequence Mamu-A01. The binding affinity (normalized) is 0.882.